From a dataset of Peptide-MHC class I binding affinity with 185,985 pairs from IEDB/IMGT. Regression. Given a peptide amino acid sequence and an MHC pseudo amino acid sequence, predict their binding affinity value. This is MHC class I binding data. (1) The peptide sequence is KVCYVPHFK. The MHC is HLA-A03:01 with pseudo-sequence HLA-A03:01. The binding affinity (normalized) is 0.778. (2) The peptide sequence is YLAPGPVTV. The MHC is HLA-A02:01 with pseudo-sequence HLA-A02:01. The binding affinity (normalized) is 0.749. (3) The peptide sequence is VCLALTNSMK. The MHC is HLA-A11:01 with pseudo-sequence HLA-A11:01. The binding affinity (normalized) is 0.404.